Dataset: Forward reaction prediction with 1.9M reactions from USPTO patents (1976-2016). Task: Predict the product of the given reaction. (1) The product is: [CH3:54][C@H:50]1[NH:49][C@@H:48]([CH3:47])[CH2:53][N:52]([CH2:44][C:41]2[CH:42]=[CH:43][C:38]([C:34]3[CH:35]=[CH:36][CH:37]=[C:32]([N:22]4[C:23]5[N:30]=[CH:29][C:28]([F:31])=[CH:27][C:24]=5[C:25](=[O:26])[N:20]([C@@H:17]5[CH2:18][CH2:19][C@H:14]([NH:13][C:11]([C:9]6[N:10]=[C:5]7[CH:4]=[CH:3][C:2]([F:1])=[CH:7][N:6]7[CH:8]=6)=[O:12])[CH2:15][CH2:16]5)[C:21]4=[O:46])[CH:33]=3)=[CH:39][CH:40]=2)[CH2:51]1. Given the reactants [F:1][C:2]1[CH:3]=[CH:4][C:5]2[N:6]([CH:8]=[C:9]([C:11]([NH:13][C@H:14]3[CH2:19][CH2:18][C@@H:17]([N:20]4[C:25](=[O:26])[C:24]5[CH:27]=[C:28]([F:31])[CH:29]=[N:30][C:23]=5[N:22]([C:32]5[CH:33]=[C:34]([C:38]6[CH:43]=[CH:42][C:41]([CH:44]=O)=[CH:40][CH:39]=6)[CH:35]=[CH:36][CH:37]=5)[C:21]4=[O:46])[CH2:16][CH2:15]3)=[O:12])[N:10]=2)[CH:7]=1.[CH3:47][C@H:48]1[CH2:53][NH:52][CH2:51][C@@H:50]([CH3:54])[NH:49]1, predict the reaction product. (2) Given the reactants [CH:1]1([O:7][C:8]2[CH:9]=[C:10]3[C:15](=[CH:16][CH:17]=2)[N:14]=[C:13]([CH2:18][N:19]2[CH2:24][CH2:23][CH:22]([C:25]([O:27]CC)=[O:26])[CH2:21][CH2:20]2)[CH:12]=[CH:11]3)[CH2:6][CH2:5][CH2:4][CH2:3][CH2:2]1.[OH-].[Na+], predict the reaction product. The product is: [CH:1]1([O:7][C:8]2[CH:9]=[C:10]3[C:15](=[CH:16][CH:17]=2)[N:14]=[C:13]([CH2:18][N:19]2[CH2:20][CH2:21][CH:22]([C:25]([OH:27])=[O:26])[CH2:23][CH2:24]2)[CH:12]=[CH:11]3)[CH2:2][CH2:3][CH2:4][CH2:5][CH2:6]1. (3) Given the reactants [Cl:1][C:2]1[CH:3]=[CH:4][C:5]2[C:11](=[O:12])[CH2:10][CH2:9][C:8](=[O:13])[N:7]([CH2:14][CH2:15][CH2:16][N:17]3[C:25](=[O:26])[C:24]4[C:19](=[CH:20][CH:21]=[CH:22][CH:23]=4)[C:18]3=[O:27])[C:6]=2[CH:28]=1.[CH3:29][N:30]([CH:32](OC)OC)[CH3:31], predict the reaction product. The product is: [Cl:1][C:2]1[CH:3]=[CH:4][C:5]2[C:11](=[O:12])[C:10](=[CH:29][N:30]([CH3:32])[CH3:31])[CH2:9][C:8](=[O:13])[N:7]([CH2:14][CH2:15][CH2:16][N:17]3[C:18](=[O:27])[C:19]4[C:24](=[CH:23][CH:22]=[CH:21][CH:20]=4)[C:25]3=[O:26])[C:6]=2[CH:28]=1. (4) Given the reactants [CH2:1]([CH:4]([C:8]1[CH:13]=[C:12]([C:14]([F:17])([F:16])[F:15])[CH:11]=[C:10]([C:18]([F:21])([F:20])[F:19])[CH:9]=1)[C:5](O)=[O:6])[CH:2]=[CH2:3].Cl.[O:23]=[C:24]1[CH2:29][CH2:28][C:27]([NH2:36])([C:30]2[CH:35]=[CH:34][CH:33]=[CH:32][CH:31]=2)[CH2:26][CH2:25]1, predict the reaction product. The product is: [O:23]=[C:24]1[CH2:25][CH2:26][C:27]([NH:36][C:5](=[O:6])[CH:4]([CH2:1][CH:2]=[CH2:3])[C:8]2[CH:13]=[C:12]([C:14]([F:15])([F:17])[F:16])[CH:11]=[C:10]([C:18]([F:21])([F:20])[F:19])[CH:9]=2)([C:30]2[CH:35]=[CH:34][CH:33]=[CH:32][CH:31]=2)[CH2:28][CH2:29]1. (5) Given the reactants [OH:1][C:2]1[CH:3]=[C:4]([C:8]2[O:9][C:10]([CH3:38])=[C:11]([CH2:13][O:14][C:15]3[CH:35]=[CH:34][C:18]([CH2:19][O:20][C:21]4[C:25]([CH:26]=[O:27])=[CH:24][N:23]([C:28]5[CH:33]=[CH:32][CH:31]=[CH:30][CH:29]=5)[N:22]=4)=[CH:17][C:16]=3[O:36][CH3:37])[N:12]=2)[CH:5]=[CH:6][CH:7]=1.Br[CH2:40][C:41]([O:43][CH3:44])=[O:42].C(=O)([O-])[O-].[K+].[K+].CN(C)C=O, predict the reaction product. The product is: [CH:26]([C:25]1[C:21]([O:20][CH2:19][C:18]2[CH:34]=[CH:35][C:15]([O:14][CH2:13][C:11]3[N:12]=[C:8]([C:4]4[CH:3]=[C:2]([CH:7]=[CH:6][CH:5]=4)[O:1][CH2:40][C:41]([O:43][CH3:44])=[O:42])[O:9][C:10]=3[CH3:38])=[C:16]([O:36][CH3:37])[CH:17]=2)=[N:22][N:23]([C:28]2[CH:29]=[CH:30][CH:31]=[CH:32][CH:33]=2)[CH:24]=1)=[O:27]. (6) Given the reactants [H-].[Na+].[CH2:3]([OH:8])[C:4]#[C:5][CH2:6][CH3:7].Cl[C:10]1[CH:15]=[C:14](Cl)[N:13]=[CH:12][N:11]=1.[CH3:17][C:18](=[CH2:21])[CH2:19][OH:20].[Cl-].[NH4+], predict the reaction product. The product is: [CH3:21][C:18](=[CH2:17])[CH2:19][O:20][C:10]1[CH:15]=[C:14]([O:8][CH2:3][C:4]#[C:5][CH2:6][CH3:7])[N:13]=[CH:12][N:11]=1. (7) Given the reactants Cl.Cl.[Cl:3][C:4]1[CH:5]=[C:6]([O:13][CH2:14][C@H:15]2[CH2:19][CH2:18][CH2:17][NH:16]2)[C:7]([C:10]([NH2:12])=[O:11])=[N:8][CH:9]=1.[F:20][C:21]([F:32])([F:31])[C@H:22]1[CH2:27][CH2:26][C@H:25]([C:28](O)=[O:29])[CH2:24][CH2:23]1.N1C2C(=CC=CC=2)C=C1C(O)=O, predict the reaction product. The product is: [Cl:3][C:4]1[CH:5]=[C:6]([O:13][CH2:14][C@H:15]2[CH2:19][CH2:18][CH2:17][N:16]2[C:28]([C@H:25]2[CH2:24][CH2:23][C@H:22]([C:21]([F:20])([F:31])[F:32])[CH2:27][CH2:26]2)=[O:29])[C:7]([C:10]([NH2:12])=[O:11])=[N:8][CH:9]=1.